Dataset: Catalyst prediction with 721,799 reactions and 888 catalyst types from USPTO. Task: Predict which catalyst facilitates the given reaction. Reactant: [NH2:1][C:2]1[S:3][C:4]([C:13]([NH:15][OH:16])=[NH:14])=[C:5]([C:7]2[CH:12]=[CH:11][CH:10]=[CH:9][CH:8]=2)[N:6]=1.[CH:17](OC)(OC)OC.B(F)(F)F.CCOCC. Product: [O:16]1[CH:17]=[N:14][C:13]([C:4]2[S:3][C:2]([NH2:1])=[N:6][C:5]=2[C:7]2[CH:12]=[CH:11][CH:10]=[CH:9][CH:8]=2)=[N:15]1. The catalyst class is: 5.